From a dataset of NCI-60 drug combinations with 297,098 pairs across 59 cell lines. Regression. Given two drug SMILES strings and cell line genomic features, predict the synergy score measuring deviation from expected non-interaction effect. (1) Drug 1: C1=CC(=CC=C1CCC2=CNC3=C2C(=O)NC(=N3)N)C(=O)NC(CCC(=O)O)C(=O)O. Drug 2: C1CC(=O)NC(=O)C1N2C(=O)C3=CC=CC=C3C2=O. Cell line: CCRF-CEM. Synergy scores: CSS=29.4, Synergy_ZIP=2.40, Synergy_Bliss=-2.46, Synergy_Loewe=-34.2, Synergy_HSA=-2.15. (2) Drug 1: CC1=CC=C(C=C1)C2=CC(=NN2C3=CC=C(C=C3)S(=O)(=O)N)C(F)(F)F. Drug 2: C1CN(P(=O)(OC1)NCCCl)CCCl. Cell line: ACHN. Synergy scores: CSS=-2.37, Synergy_ZIP=6.73, Synergy_Bliss=-1.82, Synergy_Loewe=-2.21, Synergy_HSA=-4.26. (3) Drug 1: CC1=CC2C(CCC3(C2CCC3(C(=O)C)OC(=O)C)C)C4(C1=CC(=O)CC4)C. Drug 2: CC1=CC=C(C=C1)C2=CC(=NN2C3=CC=C(C=C3)S(=O)(=O)N)C(F)(F)F. Cell line: OVCAR-8. Synergy scores: CSS=0.566, Synergy_ZIP=-0.622, Synergy_Bliss=-1.63, Synergy_Loewe=-3.34, Synergy_HSA=-2.71. (4) Drug 1: CC1=C2C(C(=O)C3(C(CC4C(C3C(C(C2(C)C)(CC1OC(=O)C(C(C5=CC=CC=C5)NC(=O)OC(C)(C)C)O)O)OC(=O)C6=CC=CC=C6)(CO4)OC(=O)C)O)C)O. Drug 2: C1=CN(C=N1)CC(O)(P(=O)(O)O)P(=O)(O)O. Cell line: MALME-3M. Synergy scores: CSS=5.96, Synergy_ZIP=0.0867, Synergy_Bliss=4.55, Synergy_Loewe=0.398, Synergy_HSA=2.61. (5) Drug 1: CC1=C(N=C(N=C1N)C(CC(=O)N)NCC(C(=O)N)N)C(=O)NC(C(C2=CN=CN2)OC3C(C(C(C(O3)CO)O)O)OC4C(C(C(C(O4)CO)O)OC(=O)N)O)C(=O)NC(C)C(C(C)C(=O)NC(C(C)O)C(=O)NCCC5=NC(=CS5)C6=NC(=CS6)C(=O)NCCC[S+](C)C)O. Drug 2: C1CN(CCN1C(=O)CCBr)C(=O)CCBr. Cell line: RXF 393. Synergy scores: CSS=13.0, Synergy_ZIP=-4.77, Synergy_Bliss=-0.774, Synergy_Loewe=-21.6, Synergy_HSA=-0.959. (6) Drug 1: CN1CCC(CC1)COC2=C(C=C3C(=C2)N=CN=C3NC4=C(C=C(C=C4)Br)F)OC. Drug 2: COC1=CC(=CC(=C1O)OC)C2C3C(COC3=O)C(C4=CC5=C(C=C24)OCO5)OC6C(C(C7C(O6)COC(O7)C8=CC=CS8)O)O. Cell line: OVCAR-8. Synergy scores: CSS=38.8, Synergy_ZIP=2.03, Synergy_Bliss=4.00, Synergy_Loewe=-9.76, Synergy_HSA=5.48.